This data is from NCI-60 drug combinations with 297,098 pairs across 59 cell lines. The task is: Regression. Given two drug SMILES strings and cell line genomic features, predict the synergy score measuring deviation from expected non-interaction effect. (1) Drug 1: CC1=C2C(C(=O)C3(C(CC4C(C3C(C(C2(C)C)(CC1OC(=O)C(C(C5=CC=CC=C5)NC(=O)OC(C)(C)C)O)O)OC(=O)C6=CC=CC=C6)(CO4)OC(=O)C)O)C)O. Drug 2: CC=C1C(=O)NC(C(=O)OC2CC(=O)NC(C(=O)NC(CSSCCC=C2)C(=O)N1)C(C)C)C(C)C. Cell line: KM12. Synergy scores: CSS=16.0, Synergy_ZIP=-0.339, Synergy_Bliss=0.288, Synergy_Loewe=-38.2, Synergy_HSA=0.982. (2) Drug 1: CS(=O)(=O)C1=CC(=C(C=C1)C(=O)NC2=CC(=C(C=C2)Cl)C3=CC=CC=N3)Cl. Drug 2: C1=NNC2=C1C(=O)NC=N2. Cell line: OVCAR-5. Synergy scores: CSS=16.6, Synergy_ZIP=2.36, Synergy_Bliss=5.74, Synergy_Loewe=-1.43, Synergy_HSA=3.52. (3) Drug 1: CC1C(C(=O)NC(C(=O)N2CCCC2C(=O)N(CC(=O)N(C(C(=O)O1)C(C)C)C)C)C(C)C)NC(=O)C3=C4C(=C(C=C3)C)OC5=C(C(=O)C(=C(C5=N4)C(=O)NC6C(OC(=O)C(N(C(=O)CN(C(=O)C7CCCN7C(=O)C(NC6=O)C(C)C)C)C)C(C)C)C)N)C. Drug 2: C1CCC(C(C1)N)N.C(=O)(C(=O)[O-])[O-].[Pt+4]. Cell line: A498. Synergy scores: CSS=41.2, Synergy_ZIP=1.27, Synergy_Bliss=1.62, Synergy_Loewe=-14.7, Synergy_HSA=5.83. (4) Drug 1: C1CCN(CC1)CCOC2=CC=C(C=C2)C(=O)C3=C(SC4=C3C=CC(=C4)O)C5=CC=C(C=C5)O. Drug 2: CC1=C(C=C(C=C1)C(=O)NC2=CC(=CC(=C2)C(F)(F)F)N3C=C(N=C3)C)NC4=NC=CC(=N4)C5=CN=CC=C5. Cell line: T-47D. Synergy scores: CSS=11.8, Synergy_ZIP=-0.590, Synergy_Bliss=1.86, Synergy_Loewe=-0.505, Synergy_HSA=1.29.